Dataset: Reaction yield outcomes from USPTO patents with 853,638 reactions. Task: Predict the reaction yield, written as a fraction of the theoretical maximum amount of product (1.0 means a 100% yield; for example, 0.34 means a 34% yield). The reactants are [F:1][C:2]([F:36])([F:35])[C:3]1[CH:4]=[C:5]([C:13]([CH3:34])([CH3:33])[C:14]([N:16]([C:18]2[CH:19]=[N:20][C:21](Cl)=[CH:22][C:23]=2[C:24]2[CH:29]=[CH:28][C:27]([F:30])=[CH:26][C:25]=2[Cl:31])[CH3:17])=[O:15])[CH:6]=[C:7]([C:9]([F:12])([F:11])[F:10])[CH:8]=1.[CH3:37][C:38]([Si:41]([CH3:55])([CH3:54])[O:42][CH2:43][C@@H:44]1[CH2:53][N:52]2[C@H:47]([CH2:48][O:49][CH2:50][CH2:51]2)[CH2:46][NH:45]1)([CH3:40])[CH3:39].CC(C)([O-])C.[Na+].C1(P(C2CCCCC2)C2C=CC=CC=2C2C=CC=CC=2N(C)C)CCCCC1. The catalyst is C1(C)C=CC=CC=1.CCOC(C)=O. The product is [F:10][C:9]([F:12])([F:11])[C:7]1[CH:6]=[C:5]([C:13]([CH3:33])([CH3:34])[C:14]([N:16]([C:18]2[CH:19]=[N:20][C:21]([N:45]3[C@H:44]([CH2:43][O:42][Si:41]([C:38]([CH3:40])([CH3:39])[CH3:37])([CH3:54])[CH3:55])[CH2:53][N:52]4[C@H:47]([CH2:48][O:49][CH2:50][CH2:51]4)[CH2:46]3)=[CH:22][C:23]=2[C:24]2[CH:29]=[CH:28][C:27]([F:30])=[CH:26][C:25]=2[Cl:31])[CH3:17])=[O:15])[CH:4]=[C:3]([C:2]([F:1])([F:36])[F:35])[CH:8]=1. The yield is 0.250.